Dataset: Reaction yield outcomes from USPTO patents with 853,638 reactions. Task: Predict the reaction yield, written as a fraction of the theoretical maximum amount of product (1.0 means a 100% yield; for example, 0.34 means a 34% yield). (1) The reactants are F.[Si]([O:9][CH2:10][C:11]1[CH:23]=[CH:22][C:14]([O:15][C@H:16]2[CH2:20][CH2:19][O:18][C:17]2=[O:21])=[CH:13][CH:12]=1)(C(C)(C)C)(C)C. The catalyst is CC#N. The product is [OH:9][CH2:10][C:11]1[CH:23]=[CH:22][C:14]([O:15][C@H:16]2[CH2:20][CH2:19][O:18][C:17]2=[O:21])=[CH:13][CH:12]=1. The yield is 0.720. (2) The reactants are Cl[C:2]1[CH:3]=[C:4]2[C:8](=[CH:9][C:10]=1[N+:11]([O-:13])=[O:12])[C:7](=[O:14])[N:6]([CH3:15])[C:5]2=[O:16].[NH2:17]C(N)=O. No catalyst specified. The product is [NH2:17][C:2]1[CH:3]=[C:4]2[C:8](=[CH:9][C:10]=1[N+:11]([O-:13])=[O:12])[C:7](=[O:14])[N:6]([CH3:15])[C:5]2=[O:16]. The yield is 0.661. (3) The reactants are [CH:1]1([OH:5])[CH2:4][CH2:3][CH2:2]1.[H-].[Na+].I[CH2:9][Sn:10]([CH2:19][CH2:20][CH2:21][CH3:22])([CH2:15][CH2:16][CH2:17][CH3:18])[CH2:11][CH2:12][CH2:13][CH3:14]. The catalyst is C1COCC1. The product is [CH2:19]([Sn:10]([CH2:11][CH2:12][CH2:13][CH3:14])([CH2:15][CH2:16][CH2:17][CH3:18])[CH2:9][O:5][CH:1]1[CH2:4][CH2:3][CH2:2]1)[CH2:20][CH2:21][CH3:22]. The yield is 0.670. (4) The reactants are [CH3:1][N:2]1[CH:6]=[C:5]([C:7]2[C:11]([CH3:12])=[C:10]([NH:13][C:14](=[O:22])OC3C=CC=CC=3)[N:9]([C:23]3[CH:28]=[CH:27][CH:26]=[CH:25][CH:24]=3)[N:8]=2)[CH:4]=[N:3]1.C1(C2C=CC(COC)=CC=2CN)CC1.[F:43][C:44]([F:49])([F:48])[C:45]([OH:47])=[O:46].[F:50][C:51]1([F:65])[CH2:53][CH:52]1[C:54]1[CH:59]=[CH:58][C:57]([CH2:60][O:61][CH3:62])=[CH:56][C:55]=1[CH2:63][NH2:64].C(O)(C(F)(F)F)=O. No catalyst specified. The product is [F:43][C:44]([F:49])([F:48])[C:45]([OH:47])=[O:46].[F:50][C:51]1([F:65])[CH2:53][CH:52]1[C:54]1[CH:59]=[CH:58][C:57]([CH2:60][O:61][CH3:62])=[CH:56][C:55]=1[CH2:63][NH:64][C:14]([NH:13][C:10]1[N:9]([C:23]2[CH:28]=[CH:27][CH:26]=[CH:25][CH:24]=2)[N:8]=[C:7]([C:5]2[CH:4]=[N:3][N:2]([CH3:1])[CH:6]=2)[C:11]=1[CH3:12])=[O:22]. The yield is 0.290. (5) The reactants are ClC1C=CC=C(C(OO)=[O:9])C=1.[CH2:12]([O:19][C:20]([N:22]1[CH2:28][CH:27]=[CH:26][CH2:25][CH2:24][CH:23]1[CH3:29])=[O:21])[C:13]1[CH:18]=[CH:17][CH:16]=[CH:15][CH:14]=1. The catalyst is C(Cl)Cl. The product is [CH2:12]([O:19][C:20]([N:22]1[C@H:23]([CH3:29])[CH2:24][CH2:25][C@H:26]2[C@@H:27]([O:9]2)[CH2:28]1)=[O:21])[C:13]1[CH:14]=[CH:15][CH:16]=[CH:17][CH:18]=1. The yield is 0.750. (6) The reactants are C(OC(N1CC[CH:14]([CH:17]([O:20][C:21]2[CH:43]=[CH:42][C:24]3[C:25]4[N:29]([CH2:30][CH2:31][O:32][C:23]=3[CH:22]=2)[CH:28]=[C:27]([C:33]2[N:34]([CH:39]([CH3:41])[CH3:40])[N:35]=[C:36]([CH3:38])[N:37]=2)[N:26]=4)CC)CC1)=O)C1C=CC=CC=1.OC([C:47]1[CH:48]=[C:49]([CH:52]=[CH:53][CH:54]=1)[C:50]#[N:51])C.C1(P(C2C=CC=CC=2)C2C=CC=CC=2)C=CC=CC=1.CC(OC(/N=N/C(OC(C)C)=O)=O)C. The catalyst is O1CCOCC1. The product is [CH:39]([N:34]1[C:33]([C:27]2[N:26]=[C:25]3[C:24]4[CH:42]=[CH:43][C:21]([O:20][CH:17]([C:47]5[CH:48]=[C:49]([CH:52]=[CH:53][CH:54]=5)[C:50]#[N:51])[CH3:14])=[CH:22][C:23]=4[O:32][CH2:31][CH2:30][N:29]3[CH:28]=2)=[N:37][C:36]([CH3:38])=[N:35]1)([CH3:41])[CH3:40]. The yield is 0.0700.